From a dataset of Kir2.1 potassium channel HTS with 301,493 compounds. Binary Classification. Given a drug SMILES string, predict its activity (active/inactive) in a high-throughput screening assay against a specified biological target. (1) The molecule is s1nnc(C(=O)N(C2CC2)C(C(=O)NC2CCCC2)c2c(OCC)cccc2)c1. The result is 0 (inactive). (2) The drug is O(Cc1ccccc1)c1c(cccc1)/C=N/Nc1ccc([N+]([O-])=O)cc1. The result is 0 (inactive).